Dataset: Forward reaction prediction with 1.9M reactions from USPTO patents (1976-2016). Task: Predict the product of the given reaction. (1) Given the reactants [Br:1][C:2]1[CH:3]=[CH:4][CH:5]=[C:6]2[C:10]=1[NH:9][C:8]([C:11]([O:13][CH2:14][CH3:15])=[O:12])=[C:7]2[CH2:16][CH2:17][CH2:18][O:19]C1C2C(=CC=CC=2)C=CC=1.C(N(CC)CC)C.N1C=CC=CC=1S([O-])(=O)=O, predict the reaction product. The product is: [Br:1][C:2]1[CH:3]=[CH:4][CH:5]=[C:6]2[C:10]=1[NH:9][C:8]([C:11]([O:13][CH2:14][CH3:15])=[O:12])=[C:7]2[CH2:16][CH2:17][CH:18]=[O:19]. (2) Given the reactants Cl[C:2]1[CH:3]=[C:4]([CH:8]([CH:15]2[CH2:20][CH2:19]OCC2)[N:9]2[CH:13]=[C:12]([NH2:14])[CH:11]=[N:10]2)[CH:5]=[CH:6][CH:7]=1.[CH3:21][S:22]C1C=C([Mg]Br)C=CC=1.O1CCC(C=O)CC1.C1(C=O)CC1, predict the reaction product. The product is: [CH:15]1([CH:8]([C:4]2[CH:5]=[CH:6][CH:7]=[C:2]([S:22][CH3:21])[CH:3]=2)[N:9]2[CH:13]=[C:12]([NH2:14])[CH:11]=[N:10]2)[CH2:20][CH2:19]1.